This data is from Full USPTO retrosynthesis dataset with 1.9M reactions from patents (1976-2016). The task is: Predict the reactants needed to synthesize the given product. (1) Given the product [CH3:21][C:22]1[C:23](=[O:28])[N:24]([C:2]2[CH:20]=[CH:19][C:5]3[N:6]=[C:7]([C@H:9]4[CH2:12][C@H:11]([N:13]5[CH2:14][CH2:15][CH2:16][CH2:17]5)[CH2:10]4)[S:8][C:4]=3[CH:3]=2)[CH:25]=[CH:26][CH:27]=1, predict the reactants needed to synthesize it. The reactants are: Br[C:2]1[CH:20]=[CH:19][C:5]2[N:6]=[C:7]([C@H:9]3[CH2:12][C@H:11]([N:13]4[CH2:17][CH2:16][CH2:15][C@H:14]4C)[CH2:10]3)[S:8][C:4]=2[CH:3]=1.[CH3:21][C:22]1[C:23](=[O:28])[NH:24][CH:25]=[CH:26][CH:27]=1.N1NC(=O)C=CC=1. (2) The reactants are: [CH:1]([C:3]1[O:7][C:6]([C:8]2[CH:18]=[CH:17][C:11]([C:12]([O:14][CH2:15][CH3:16])=[O:13])=[CH:10][CH:9]=2)=[CH:5][CH:4]=1)=O.[F:19][C:20]1[CH:21]=[C:22]([CH2:26][CH2:27][NH2:28])[CH:23]=[CH:24][CH:25]=1.[BH-](OC(C)=O)(OC(C)=O)OC(C)=O.[Na+]. Given the product [F:19][C:20]1[CH:21]=[C:22]([CH2:26][CH2:27][NH:28][CH2:1][C:3]2[O:7][C:6]([C:8]3[CH:9]=[CH:10][C:11]([C:12]([O:14][CH2:15][CH3:16])=[O:13])=[CH:17][CH:18]=3)=[CH:5][CH:4]=2)[CH:23]=[CH:24][CH:25]=1, predict the reactants needed to synthesize it. (3) Given the product [C:1]([O:4][CH2:5][C:6]([CH2:8][O:9][C:10](=[O:12])[CH3:11])([OH:7])[C:13]#[CH:14])(=[O:3])[CH3:2], predict the reactants needed to synthesize it. The reactants are: [C:1]([O:4][CH2:5][C:6]([CH2:8][O:9][C:10](=[O:12])[CH3:11])=[O:7])(=[O:3])[CH3:2].[C:13]([Mg]Br)#[CH:14]. (4) Given the product [CH3:30][O:31][C:32]1[CH:38]=[C:37]([C:39]2[CH2:44][CH2:43][N:42]([CH3:45])[CH2:41][CH:40]=2)[C:36]([N+:46]([O-:48])=[O:47])=[CH:35][C:33]=1[NH:34][C:2]1[N:7]=[C:6]([C:8]2[CH:9]=[N:10][N:11]3[CH:16]=[CH:15][CH:14]=[CH:13][C:12]=23)[C:5]([CH3:17])=[CH:4][N:3]=1, predict the reactants needed to synthesize it. The reactants are: Cl[C:2]1[N:7]=[C:6]([C:8]2[CH:9]=[N:10][N:11]3[CH:16]=[CH:15][CH:14]=[CH:13][C:12]=23)[C:5]([CH3:17])=[CH:4][N:3]=1.O.C1(C)C=CC(S(O)(=O)=O)=CC=1.[CH3:30][O:31][C:32]1[CH:38]=[C:37]([C:39]2[CH2:40][CH2:41][N:42]([CH3:45])[CH2:43][CH:44]=2)[C:36]([N+:46]([O-:48])=[O:47])=[CH:35][C:33]=1[NH2:34]. (5) Given the product [CH2:1]([C:3]1[CH:8]=[C:7]([CH3:9])[CH:6]=[C:5]([CH2:10][CH3:11])[C:4]=1[C:12](=[O:18])[C:13]([NH:27][NH2:28])=[O:14])[CH3:2], predict the reactants needed to synthesize it. The reactants are: [CH2:1]([C:3]1[CH:8]=[C:7]([CH3:9])[CH:6]=[C:5]([CH2:10][CH3:11])[C:4]=1[C:12](=[O:18])[C:13](OCC)=[O:14])[CH3:2].C1(C)C=CC=CC=1.O.[NH2:27][NH2:28]. (6) Given the product [Br:1][C:2]1[C:3](=[O:18])[N:4]([CH2:33][C:30]2[CH:31]=[CH:32][C:27]([CH2:26][Cl:25])=[CH:28][CH:29]=2)[CH:5]=[CH:6][C:7]=1[O:8][CH2:9][C:10]1[CH:15]=[CH:14][C:13]([F:16])=[CH:12][C:11]=1[F:17], predict the reactants needed to synthesize it. The reactants are: [Br:1][C:2]1[C:3](=[O:18])[NH:4][CH:5]=[CH:6][C:7]=1[O:8][CH2:9][C:10]1[CH:15]=[CH:14][C:13]([F:16])=[CH:12][C:11]=1[F:17].C([O-])([O-])=O.[K+].[K+].[Cl:25][CH2:26][C:27]1[CH:32]=[CH:31][C:30]([CH2:33]Cl)=[CH:29][CH:28]=1.